The task is: Predict which catalyst facilitates the given reaction.. This data is from Catalyst prediction with 721,799 reactions and 888 catalyst types from USPTO. (1) Reactant: [Br:1]Br.[F:3][C:4]1[C:9]([F:10])=[CH:8][CH:7]=[CH:6][C:5]=1[C:11](=[O:13])[CH3:12]. Product: [Br:1][CH2:12][C:11]([C:5]1[CH:6]=[CH:7][CH:8]=[C:9]([F:10])[C:4]=1[F:3])=[O:13]. The catalyst class is: 27. (2) Reactant: [N+:1]([C:4]1[CH:9]=[CH:8][C:7]([N:10]2[CH2:16][CH2:15][CH2:14][NH:13][CH2:12][CH2:11]2)=[CH:6][CH:5]=1)([O-:3])=[O:2].C(=O)([O-])[O-].[K+].[K+].[Cl:23][CH2:24][C:25](Cl)=[O:26]. Product: [Cl:23][CH2:24][C:25]([N:13]1[CH2:14][CH2:15][CH2:16][N:10]([C:7]2[CH:6]=[CH:5][C:4]([N+:1]([O-:3])=[O:2])=[CH:9][CH:8]=2)[CH2:11][CH2:12]1)=[O:26]. The catalyst class is: 9. (3) Reactant: [CH2:1]([NH:8][CH2:9][C:10]1[CH:15]=[C:14]([O:16][CH3:17])[CH:13]=[CH:12][C:11]=1[OH:18])[C:2]1[CH:7]=[CH:6][CH:5]=[CH:4][CH:3]=1.Cl[CH2:20][C:21](Cl)=[O:22].O1CCCC1.[H-].[Na+]. Product: [CH2:1]([N:8]1[CH2:9][C:10]2[CH:15]=[C:14]([O:16][CH3:17])[CH:13]=[CH:12][C:11]=2[O:18][CH2:20][C:21]1=[O:22])[C:2]1[CH:3]=[CH:4][CH:5]=[CH:6][CH:7]=1. The catalyst class is: 93. (4) Reactant: [CH:1]1([CH2:4][O:5][C:6]2[CH:22]=[CH:21][C:9]3[C:10]([CH2:13][CH2:14][CH:15]4[CH2:20][CH2:19][NH:18][CH2:17][CH2:16]4)=[N:11][O:12][C:8]=3[C:7]=2[CH2:23][OH:24])[CH2:3][CH2:2]1.C(N(CC)C(C)C)(C)C.Br[CH2:35][C:36]1[S:37][C:38]([C:41]#[N:42])=[CH:39][N:40]=1.O. The catalyst class is: 10. Product: [CH:1]1([CH2:4][O:5][C:6]2[CH:22]=[CH:21][C:9]3[C:10]([CH2:13][CH2:14][CH:15]4[CH2:20][CH2:19][N:18]([CH2:35][C:36]5[S:37][C:38]([C:41]#[N:42])=[CH:39][N:40]=5)[CH2:17][CH2:16]4)=[N:11][O:12][C:8]=3[C:7]=2[CH2:23][OH:24])[CH2:3][CH2:2]1. (5) Reactant: [NH:1]1[CH2:6][CH2:5][CH:4]([NH:7][C:8]2[O:9][C:10]3[C:16]([S:17]([N:20]4[CH2:24][CH2:23][CH2:22][CH2:21]4)(=[O:19])=[O:18])=[CH:15][CH:14]=[CH:13][C:11]=3[N:12]=2)[CH2:3][CH2:2]1.[CH2:25]([O:27][C:28]1[CH:29]=[C:30]([CH:33]=[C:34]([O:41][CH2:42][CH3:43])[C:35]=1[N:36]1[CH:40]=[CH:39][CH:38]=[CH:37]1)[CH:31]=O)[CH3:26].C([BH3-])#N.[Na+].C(N(C(C)C)C(C)C)C. Product: [CH2:25]([O:27][C:28]1[CH:29]=[C:30]([CH:33]=[C:34]([O:41][CH2:42][CH3:43])[C:35]=1[N:36]1[CH:40]=[CH:39][CH:38]=[CH:37]1)[CH2:31][N:1]1[CH2:2][CH2:3][CH:4]([NH:7][C:8]2[O:9][C:10]3[C:16]([S:17]([N:20]4[CH2:24][CH2:23][CH2:22][CH2:21]4)(=[O:19])=[O:18])=[CH:15][CH:14]=[CH:13][C:11]=3[N:12]=2)[CH2:5][CH2:6]1)[CH3:26]. The catalyst class is: 212. (6) Reactant: [C:1]1([C:44]2[CH:49]=[CH:48][CH:47]=[CH:46][CH:45]=2)[CH:6]=[CH:5][C:4]([NH:7][C:8]([NH:10][C:11]2[CH:16]=[CH:15][CH:14]=[C:13]([CH2:17][O:18][CH2:19][CH2:20][O:21][CH2:22][CH2:23][CH2:24][CH2:25][CH2:26][CH2:27][NH:28][CH2:29][C@@H:30]([C:32]3[CH:43]=[CH:42][C:35]4[O:36][C:37](C)([CH3:40])[O:38][CH2:39][C:34]=4[CH:33]=3)[OH:31])[CH:12]=2)=[O:9])=[CH:3][CH:2]=1. Product: [C:37]([OH:38])(=[O:36])[CH3:40].[C:1]1([C:44]2[CH:45]=[CH:46][CH:47]=[CH:48][CH:49]=2)[CH:2]=[CH:3][C:4]([NH:7][C:8]([NH:10][C:11]2[CH:16]=[CH:15][CH:14]=[C:13]([CH2:17][O:18][CH2:19][CH2:20][O:21][CH2:22][CH2:23][CH2:24][CH2:25][CH2:26][CH2:27][NH:28][CH2:29][C@H:30]([OH:31])[C:32]3[CH:43]=[CH:42][C:35]([OH:36])=[C:34]([CH2:39][OH:38])[CH:33]=3)[CH:12]=2)=[O:9])=[CH:5][CH:6]=1. The catalyst class is: 86. (7) Reactant: [CH2:1]([C:3]1[C:8]([O:9]COC)=[CH:7][C:6]([O:13]COC)=[C:5]([C:17]2[CH:22]=[CH:21][CH:20]=[CH:19][CH:18]=2)[C:4]=1[CH2:23][CH2:24][C:25]1[O:29][CH:28]=[N:27][C:26]=1[CH2:30][OH:31])[CH3:2].O1CCOCC1.Cl.[OH-].[Na+]. Product: [CH2:1]([C:3]1[C:8]([OH:9])=[CH:7][C:6]([OH:13])=[C:5]([C:17]2[CH:18]=[CH:19][CH:20]=[CH:21][CH:22]=2)[C:4]=1[CH2:23][CH2:24][C:25]1[O:29][CH:28]=[N:27][C:26]=1[CH2:30][OH:31])[CH3:2]. The catalyst class is: 5. (8) Reactant: [CH:1]12[NH:8][CH:5]([CH2:6][CH2:7]1)[CH2:4][N:3]([C:9]1[C:10]3[CH:17]=[CH:16][NH:15][C:11]=3[N:12]=[CH:13][N:14]=1)[CH2:2]2.C(N(CC)CC)C.CN(C(ON1N=NC2C=CC=NC1=2)=[N+](C)C)C.F[P-](F)(F)(F)(F)F.[F:49][C:50]([F:61])([F:60])[C:51]1[CH:59]=[CH:58][C:54]([C:55](O)=[O:56])=[CH:53][CH:52]=1. Product: [N:12]1[C:11]2[NH:15][CH:16]=[CH:17][C:10]=2[C:9]([N:3]2[CH2:2][CH:1]3[N:8]([C:55]([C:54]4[CH:53]=[CH:52][C:51]([C:50]([F:49])([F:60])[F:61])=[CH:59][CH:58]=4)=[O:56])[CH:5]([CH2:6][CH2:7]3)[CH2:4]2)=[N:14][CH:13]=1. The catalyst class is: 3.